Dataset: CYP2C9 inhibition data for predicting drug metabolism from PubChem BioAssay. Task: Regression/Classification. Given a drug SMILES string, predict its absorption, distribution, metabolism, or excretion properties. Task type varies by dataset: regression for continuous measurements (e.g., permeability, clearance, half-life) or binary classification for categorical outcomes (e.g., BBB penetration, CYP inhibition). Dataset: cyp2c9_veith. (1) The compound is C=CCN1CC[C@@]23CCCC[C@@H]2[C@@H]1Cc1ccc(O)cc13.O=C(O)[C@@H](O)[C@@H](O)C(=O)O. The result is 0 (non-inhibitor). (2) The compound is COc1cccc(CSCC(=O)O)c1. The result is 0 (non-inhibitor). (3) The molecule is CCCn1c(NC(=O)C2CCN(S(=O)(=O)c3cccs3)CC2)nc2ccccc21. The result is 1 (inhibitor). (4) The drug is O=C(O)C=C1CCN(c2ncc(C(F)(F)F)cc2Cl)CC1. The result is 0 (non-inhibitor).